From a dataset of Reaction yield outcomes from USPTO patents with 853,638 reactions. Predict the reaction yield, written as a fraction of the theoretical maximum amount of product (1.0 means a 100% yield; for example, 0.34 means a 34% yield). (1) The reactants are Br[C:2]1[CH:3]=[C:4]2[C:9](=[CH:10][CH:11]=1)[N:8]=[CH:7][C:6]([C:12]([CH:14]1[CH2:16][CH2:15]1)=[O:13])=[C:5]2[NH:17][C:18]1[CH:19]=[CH:20][C:21]([N:24]2[CH2:29][CH2:28][CH2:27][C@H:26]([NH:30]C(=O)OC(C)(C)C)[CH2:25]2)=[N:22][CH:23]=1.[Cl:38][C:39]1[CH:44]=[C:43](B2OC(C)(C)C(C)(C)O2)[CH:42]=[C:41]([O:54][CH3:55])[C:40]=1[OH:56]. No catalyst specified. The product is [NH2:30][C@H:26]1[CH2:27][CH2:28][CH2:29][N:24]([C:21]2[N:22]=[CH:23][C:18]([NH:17][C:5]3[C:4]4[C:9](=[CH:10][CH:11]=[C:2]([C:43]5[CH:42]=[C:41]([O:54][CH3:55])[C:40]([OH:56])=[C:39]([Cl:38])[CH:44]=5)[CH:3]=4)[N:8]=[CH:7][C:6]=3[C:12]([CH:14]3[CH2:15][CH2:16]3)=[O:13])=[CH:19][CH:20]=2)[CH2:25]1. The yield is 0.450. (2) The reactants are [NH:1]1[CH:5]=[C:4]([C:6]2[C:7]3[CH:14]=[CH:13][N:12]([CH2:15][O:16][CH2:17][CH2:18][Si:19]([CH3:22])([CH3:21])[CH3:20])[C:8]=3[N:9]=[CH:10][N:11]=2)[CH:3]=[N:2]1.C(#N)C.C1CCN2C(=NCCC2)CC1.[C:37]([O:46][CH3:47])(=[O:45])/[CH:38]=[CH:39]/[CH2:40][C:41]([O:43][CH3:44])=[O:42]. The catalyst is C(OCC)(=O)C. The product is [CH3:20][Si:19]([CH3:22])([CH3:21])[CH2:18][CH2:17][O:16][CH2:15][N:12]1[C:8]2[N:9]=[CH:10][N:11]=[C:6]([C:4]3[CH:5]=[N:1][N:2]([CH:39]([CH2:40][C:41]([O:43][CH3:44])=[O:42])[CH2:38][C:37]([O:46][CH3:47])=[O:45])[CH:3]=3)[C:7]=2[CH:14]=[CH:13]1. The yield is 0.640.